The task is: Binary Classification. Given a miRNA mature sequence and a target amino acid sequence, predict their likelihood of interaction.. This data is from Experimentally validated miRNA-target interactions with 360,000+ pairs, plus equal number of negative samples. The miRNA is rno-miR-34a-5p with sequence UGGCAGUGUCUUAGCUGGUUGU. The protein sequence of the target gene is MGLHFKWPLGAPMLAAIYAMSVVLKMLPALGMACPPKCRCEKLLFYCDSQGFHSVPNATDKGSLGLSLRHNHITALERDQFASFSQLTWLHLDHNQISTVKEDAFQGLYKLKELILSSNKIFYLPNTTFTQLINLQNLDLSFNQLSSLHPELFYGLRKLQTLHLRSNSLRTIPVRLFWDCRSLEFLDLSTNRLRSLARNGFAGLIKLRELHLEHNQLTKINFAHFLRLSSLHTLFLQWNKISNLTCGMDWTWSTLEKLDLTGNEIKAIDLTVFETMPNLKILLMDNNKLNSLDSKILNSL.... Result: 0 (no interaction).